From a dataset of Forward reaction prediction with 1.9M reactions from USPTO patents (1976-2016). Predict the product of the given reaction. (1) The product is: [CH2:35]([O:34][C:32]([N:3]1[CH2:4][CH:5]2[C:1]([C:7]3[CH:8]=[CH:9][C:10]([N:13]4[CH2:17][C@H:16]([CH2:18][NH:19][C:20](=[O:22])[CH3:21])[O:15][C:14]4=[O:23])=[CH:11][CH:12]=3)([CH2:6]2)[CH2:2]1)=[O:33])[CH:36]=[CH2:37]. Given the reactants [C:1]12([C:7]3[CH:12]=[CH:11][C:10]([N:13]4[CH2:17][C@H:16]([CH2:18][NH:19][C:20](=[O:22])[CH3:21])[O:15][C:14]4=[O:23])=[CH:9][CH:8]=3)[CH2:6][CH:5]1[CH2:4][NH:3][CH2:2]2.C(N(CC)CC)C.Cl[C:32]([O:34][CH2:35][CH:36]=[CH2:37])=[O:33], predict the reaction product. (2) Given the reactants ClC1N=[C:6]([C:8]2[CH:13]=[CH:12][CH:11]=CC=2)[CH:5]=[C:4]2[O:14][CH:15]=[CH:16][C:3]=12.[C:17]([O:21][C:22](=[O:32])[CH2:23][O:24][C@H:25]1[CH2:30][CH2:29][CH2:28][C@H:27]([NH2:31])[CH2:26]1)([CH3:20])([CH3:19])[CH3:18].[CH:33]([N:36]([CH2:40]C)C(C)C)(C)C.O.C[N:44](C=O)C, predict the reaction product. The product is: [C:17]([O:21][C:22](=[O:32])[CH2:23][O:24][CH:25]1[CH2:30][CH2:29][CH2:28][CH:27]([NH:31][C:33]2[C:16]3[CH:3]=[C:4]([C:5]4[CH:6]=[CH:8][CH:13]=[CH:12][CH:11]=4)[O:14][C:15]=3[N:44]=[CH:40][N:36]=2)[CH2:26]1)([CH3:20])([CH3:18])[CH3:19]. (3) The product is: [C:1]([O:5][C:6](=[O:25])[NH:7][C@H:8]([C:12]1[CH:17]=[C:16]([C:18]2[N:22]([CH3:23])[N:21]=[CH:20][C:19]=2[NH:24][C:29](=[O:30])[CH:28]([CH2:32][CH3:33])[CH:26]=[CH2:27])[CH:15]=[CH:14][N:13]=1)[CH2:9][CH:10]=[CH2:11])([CH3:2])([CH3:4])[CH3:3]. Given the reactants [C:1]([O:5][C:6](=[O:25])[NH:7][C@H:8]([C:12]1[CH:17]=[C:16]([C:18]2[N:22]([CH3:23])[N:21]=[CH:20][C:19]=2[NH2:24])[CH:15]=[CH:14][N:13]=1)[CH2:9][CH:10]=[CH2:11])([CH3:4])([CH3:3])[CH3:2].[CH2:26]([CH:28]([CH:32]=[CH2:33])[C:29](O)=[O:30])[CH3:27].N1C=CC=CC=1.C(P1(=O)OP(CCC)(=O)OP(CCC)(=O)O1)CC, predict the reaction product. (4) Given the reactants [NH2:1][C:2]1[N:6]([CH2:7][CH2:8][CH2:9][OH:10])[N:5]=[C:4]([C:11]([CH3:14])([CH3:13])[CH3:12])[CH:3]=1.[OH-].[Na+].Cl[C:18]([O:20][CH2:21][C:22]([Cl:25])([Cl:24])[Cl:23])=[O:19], predict the reaction product. The product is: [Cl:23][C:22]([Cl:25])([Cl:24])[CH2:21][O:20][C:18](=[O:19])[NH:1][C:2]1[N:6]([CH2:7][CH2:8][CH2:9][OH:10])[N:5]=[C:4]([C:11]([CH3:14])([CH3:13])[CH3:12])[CH:3]=1. (5) Given the reactants [S:1]1[CH:5]=[C:4]([CH:6]([NH:10][C:11]2[CH:16]=[CH:15][CH:14]=[CH:13][C:12]=2[CH2:17][CH3:18])[C:7]([OH:9])=[O:8])[C:3]2[CH:19]=[CH:20][CH:21]=[CH:22][C:2]1=2.C1C=CC2N(O)N=NC=2C=1.C1CCC(N=C=NC2CCCCC2)CC1.[N:48]12[CH2:55][CH2:54][CH:51]([CH2:52][CH2:53]1)[C@@H:50](O)[CH2:49]2, predict the reaction product. The product is: [S:1]1[CH:5]=[C:4]([CH:6]([NH:10][C:11]2[CH:16]=[CH:15][CH:14]=[CH:13][C:12]=2[CH2:17][CH3:18])[C:7]([O:9][C@@H:50]2[CH:51]3[CH2:54][CH2:55][N:48]([CH2:53][CH2:52]3)[CH2:49]2)=[O:8])[C:3]2[CH:19]=[CH:20][CH:21]=[CH:22][C:2]1=2. (6) Given the reactants Br[C:2]1[C:3]([C:20]2[S:21][C:22]([Cl:25])=[CH:23][CH:24]=2)=[N:4][C:5]([NH:8][CH2:9][CH2:10][N:11]2[C:15]([CH3:17])([CH3:16])[C:14](=[O:18])[NH:13][C:12]2=[O:19])=[N:6][CH:7]=1.[NH2:26][C:27]1[CH:28]=[C:29](B(O)O)[CH:30]=[CH:31][CH:32]=1, predict the reaction product. The product is: [NH2:26][C:27]1[CH:32]=[C:31]([C:2]2[C:3]([C:20]3[S:21][C:22]([Cl:25])=[CH:23][CH:24]=3)=[N:4][C:5]([NH:8][CH2:9][CH2:10][N:11]3[C:15]([CH3:17])([CH3:16])[C:14](=[O:18])[NH:13][C:12]3=[O:19])=[N:6][CH:7]=2)[CH:30]=[CH:29][CH:28]=1.